From a dataset of Full USPTO retrosynthesis dataset with 1.9M reactions from patents (1976-2016). Predict the reactants needed to synthesize the given product. (1) Given the product [Cl:1][C:2]1[CH:3]=[CH:4][C:5]2[S:9][C:8]([NH:14][NH2:15])=[N:7][C:6]=2[CH:12]=1, predict the reactants needed to synthesize it. The reactants are: [Cl:1][C:2]1[CH:3]=[CH:4][C:5]2[S:9][C:8](SC)=[N:7][C:6]=2[CH:12]=1.O.[NH2:14][NH2:15]. (2) Given the product [F:9][C:6]1[CH:7]=[CH:8][C:3]([O:2][CH3:1])=[C:4]([C:14]2[CH:19]=[CH:18][CH:17]=[CH:16][C:15]=2[Cl:20])[CH:5]=1, predict the reactants needed to synthesize it. The reactants are: [CH3:1][O:2][C:3]1[CH:8]=[CH:7][C:6]([F:9])=[CH:5][C:4]=1B(O)O.Br[C:14]1[CH:19]=[CH:18][CH:17]=[CH:16][C:15]=1[Cl:20]. (3) Given the product [ClH:30].[F:1][C:2]1[CH:7]=[C:6]([O:8][CH3:9])[CH:5]=[CH:4][C:3]=1[C:10]1[CH:15]=[CH:14][N:13]([C:16]2[CH:21]=[CH:20][C:19]3[C:22]4[CH2:23][NH:24][CH2:25][CH2:26][C:27]=4[O:28][C:18]=3[CH:17]=2)[C:12](=[O:29])[CH:11]=1, predict the reactants needed to synthesize it. The reactants are: [F:1][C:2]1[CH:7]=[C:6]([O:8][CH3:9])[CH:5]=[CH:4][C:3]=1[C:10]1[CH:15]=[CH:14][N:13]([C:16]2[CH:21]=[CH:20][C:19]3[C:22]4[CH2:23][NH:24][CH2:25][CH2:26][C:27]=4[O:28][C:18]=3[CH:17]=2)[C:12](=[O:29])[CH:11]=1.[ClH:30].CCOCC. (4) Given the product [CH3:16][NH:17][CH2:2][CH2:3][CH2:4][CH:5]=[CH:6][CH2:7][CH2:8][C:9]([F:15])([F:14])[C:10]([F:13])([F:12])[F:11], predict the reactants needed to synthesize it. The reactants are: Cl[CH2:2][CH2:3][CH2:4][CH:5]=[CH:6][CH2:7][CH2:8][C:9]([F:15])([F:14])[C:10]([F:13])([F:12])[F:11].[CH3:16][NH2:17].CC(OC)(C)C.O. (5) Given the product [Cl:28][CH2:13][C:9]1[CH:10]=[N:11][O:12][C:8]=1[C:4]1[S:5][C:6]([Cl:7])=[C:2]([Cl:1])[CH:3]=1, predict the reactants needed to synthesize it. The reactants are: [Cl:1][C:2]1[CH:3]=[C:4]([C:8]2[O:12][N:11]=[CH:10][C:9]=2[C:13](OCC)=O)[S:5][C:6]=1[Cl:7].[H-].C([Al+]CC(C)C)C(C)C.[ClH:28]. (6) Given the product [CH2:11]([NH:14][C:5](=[O:7])[C:4]1[CH:8]=[CH:9][CH:10]=[C:2]([I:1])[CH:3]=1)[CH2:12][CH3:13], predict the reactants needed to synthesize it. The reactants are: [I:1][C:2]1[CH:3]=[C:4]([CH:8]=[CH:9][CH:10]=1)[C:5]([OH:7])=O.[CH2:11]([NH2:14])[CH2:12][CH3:13]. (7) Given the product [Br:1][C:2]1[C:3]([CH3:14])=[N:4][CH:5]=[C:6]([CH:12]=1)[C:7]([O:9][CH2:10][CH3:11])=[O:8], predict the reactants needed to synthesize it. The reactants are: [Br:1][C:2]1[C:3](Br)=[N:4][CH:5]=[C:6]([CH:12]=1)[C:7]([O:9][CH2:10][CH3:11])=[O:8].[CH3:14]B(O)O.C(=O)([O-])[O-].[K+].[K+]. (8) Given the product [Cl:1][C:2]1[C:3]([N:20]2[CH2:21][CH2:22][CH:23]([C:26](=[O:27])[NH:40][S:37]([NH:36][C:33]3[CH:32]=[CH:31][C:30]([F:29])=[CH:35][CH:34]=3)(=[O:38])=[O:39])[CH2:24][CH2:25]2)=[N:4][C:5]([CH2:13][N:14]2[CH2:18][CH2:17][CH2:16][C:15]2=[O:19])=[C:6]([CH:7]=1)[C:8]([O:10][CH2:11][CH3:12])=[O:9], predict the reactants needed to synthesize it. The reactants are: [Cl:1][C:2]1[C:3]([N:20]2[CH2:25][CH2:24][CH:23]([C:26](O)=[O:27])[CH2:22][CH2:21]2)=[N:4][C:5]([CH2:13][N:14]2[CH2:18][CH2:17][CH2:16][C:15]2=[O:19])=[C:6]([C:8]([O:10][CH2:11][CH3:12])=[O:9])[CH:7]=1.[F:29][C:30]1[CH:35]=[CH:34][C:33]([NH:36][S:37]([NH2:40])(=[O:39])=[O:38])=[CH:32][CH:31]=1. (9) Given the product [F:1][C:2]([F:31])([F:30])[S:3]([O:6][C:7]1[CH:12]=[CH:11][CH:10]=[C:9]([C:13]2([C:23]3[CH:24]=[C:25]([C:37]4[CH:36]=[CH:35][CH:34]=[C:33]([Cl:32])[CH:38]=4)[CH:26]=[CH:27][CH:28]=3)[C:17]3=[N:18][CH2:19][CH2:20][CH2:21][N:16]3[C:15]([NH2:22])=[N:14]2)[CH:8]=1)(=[O:5])=[O:4], predict the reactants needed to synthesize it. The reactants are: [F:1][C:2]([F:31])([F:30])[S:3]([O:6][C:7]1[CH:12]=[CH:11][CH:10]=[C:9]([C:13]2([C:23]3[CH:28]=[CH:27][CH:26]=[C:25](Br)[CH:24]=3)[C:17]3=[N:18][CH2:19][CH2:20][CH2:21][N:16]3[C:15]([NH2:22])=[N:14]2)[CH:8]=1)(=[O:5])=[O:4].[Cl:32][C:33]1[CH:34]=[C:35](B(O)O)[CH:36]=[CH:37][CH:38]=1.C(=O)([O-])[O-].[K+].[K+].C(OCC)(=O)C.